From a dataset of Forward reaction prediction with 1.9M reactions from USPTO patents (1976-2016). Predict the product of the given reaction. (1) Given the reactants C[O:2][C:3]1[C:8]([O:9][CH3:10])=[CH:7][N:6]=[C:5]([C:11]2[CH:12]=[C:13]([CH:16]=[CH:17][CH:18]=2)[C:14]#[N:15])[N:4]=1, predict the reaction product. The product is: [CH3:10][O:9][C:8]1[C:3](=[O:2])[NH:4][C:5]([C:11]2[CH:12]=[C:13]([CH:16]=[CH:17][CH:18]=2)[C:14]#[N:15])=[N:6][CH:7]=1. (2) Given the reactants CS([C:5]1[N:10]=[C:9]([C:11]2[CH:16]=[CH:15][C:14]([Cl:17])=[CH:13][C:12]=2[Cl:18])[C:8]([C:19]2[CH:24]=[CH:23][C:22]([Cl:25])=[CH:21][CH:20]=2)=[CH:7][N:6]=1)(=O)=O.[F:26][C:27]1[CH:32]=[CH:31][C:30]([OH:33])=[CH:29][CH:28]=1.C([O-])([O-])=O.[K+].[K+].COCCOCCN(CCOCCOC)CCOCCOC, predict the reaction product. The product is: [F:26][C:27]1[CH:32]=[CH:31][C:30]([O:33][C:5]2[N:10]=[C:9]([C:11]3[CH:16]=[CH:15][C:14]([Cl:17])=[CH:13][C:12]=3[Cl:18])[C:8]([C:19]3[CH:24]=[CH:23][C:22]([Cl:25])=[CH:21][CH:20]=3)=[CH:7][N:6]=2)=[CH:29][CH:28]=1. (3) The product is: [Br:24][C:22]1[CH:23]=[C:18]([NH:16][C:13]2[CH:14]=[CH:15][N:11]([CH2:10][CH2:9][O:8][Si:1]([C:4]([CH3:7])([CH3:5])[CH3:6])([CH3:3])[CH3:2])[N:12]=2)[C:19](=[O:26])[N:20]([CH3:25])[CH:21]=1. Given the reactants [Si:1]([O:8][CH2:9][CH2:10][N:11]1[CH:15]=[CH:14][C:13]([NH2:16])=[N:12]1)([C:4]([CH3:7])([CH3:6])[CH3:5])([CH3:3])[CH3:2].Br[C:18]1[C:19](=[O:26])[N:20]([CH3:25])[CH:21]=[C:22]([Br:24])[CH:23]=1.CC1(C)C2C(=C(P(C3C=CC=CC=3)C3C=CC=CC=3)C=CC=2)OC2C(P(C3C=CC=CC=3)C3C=CC=CC=3)=CC=CC1=2.C([O-])([O-])=O.[Cs+].[Cs+], predict the reaction product. (4) Given the reactants [CH3:1][C@@:2]([NH:15][NH2:16])([C:12]([OH:14])=[O:13])[CH2:3][C:4]1[CH:9]=[CH:8][C:7]([OH:10])=[C:6]([OH:11])[CH:5]=1.O.C(=O)(O)[O-].[Na+].O.[CH2:24]([O:31][C:32](ON1[C:39](=O)[CH2:38][CH2:37][C:36]1=[O:41])=[O:33])[C:25]1[CH:30]=[CH:29][CH:28]=[CH:27][CH:26]=1, predict the reaction product. The product is: [CH2:24]([O:31][C:32]([NH:16][NH:15][C@@:2]([CH3:1])([CH2:3][C:4]1[CH:9]=[CH:8][C:7]([OH:10])=[C:6]([OH:11])[CH:5]=1)[C:12]([OH:14])=[O:13])=[O:33])[C:25]1[CH:30]=[CH:29][CH:28]=[CH:27][CH:26]=1.[CH2:37]1[CH2:36][O:41][CH2:39][CH2:38]1. (5) Given the reactants C[Si](C)(C)CCOC[O:7][CH2:8][C:9]1[N:10]=[C:11]([C:14]2O[C:17]([C:19]([OH:22])([CH3:21])[CH3:20])=[N:16][N:15]=2)[S:12][CH:13]=1.[CH2:25]([NH2:34])[C:26]1[CH:33]=[CH:32][C:29]([O:30][CH3:31])=[CH:28][CH:27]=1, predict the reaction product. The product is: [OH:7][CH2:8][C:9]1[N:10]=[C:11]([C:14]2[N:34]([CH2:25][C:26]3[CH:33]=[CH:32][C:29]([O:30][CH3:31])=[CH:28][CH:27]=3)[C:17]([C:19]([OH:22])([CH3:20])[CH3:21])=[N:16][N:15]=2)[S:12][CH:13]=1. (6) Given the reactants [C:1]([C:3]1[CH:4]=[N:5][C:6]([O:12][C:13]2[CH:18]=[CH:17][C:16]([F:19])=[CH:15][CH:14]=2)=[C:7]([CH:11]=1)[C:8]([OH:10])=O)#[N:2].Cl.[NH2:21][CH2:22][C:23]1[CH:32]=[CH:31][C:26]([C:27]([O:29][CH3:30])=[O:28])=[CH:25][CH:24]=1, predict the reaction product. The product is: [C:1]([C:3]1[CH:11]=[C:7]([C:8]([NH:21][CH2:22][C:23]2[CH:24]=[CH:25][C:26]([C:27]([O:29][CH3:30])=[O:28])=[CH:31][CH:32]=2)=[O:10])[C:6]([O:12][C:13]2[CH:18]=[CH:17][C:16]([F:19])=[CH:15][CH:14]=2)=[N:5][CH:4]=1)#[N:2]. (7) The product is: [OH:8][C@@H:9]1[CH2:13][N:12]([C:14]2[C:18]([NH:19][C:20]([C:22]3[N:23]=[C:24]([CH3:27])[O:25][CH:26]=3)=[O:21])=[CH:17][N:16]([CH3:28])[N:15]=2)[C:11](=[O:29])[CH2:10]1. Given the reactants [Si]([O:8][C@@H:9]1[CH2:13][N:12]([C:14]2[C:18]([NH:19][C:20]([C:22]3[N:23]=[C:24]([CH3:27])[O:25][CH:26]=3)=[O:21])=[CH:17][N:16]([CH3:28])[N:15]=2)[C:11](=[O:29])[CH2:10]1)(C(C)(C)C)(C)C, predict the reaction product.